From a dataset of Peptide-MHC class II binding affinity with 134,281 pairs from IEDB. Regression. Given a peptide amino acid sequence and an MHC pseudo amino acid sequence, predict their binding affinity value. This is MHC class II binding data. (1) The peptide sequence is SLRTTTVSGKLIHEW. The MHC is DRB1_1101 with pseudo-sequence DRB1_1101. The binding affinity (normalized) is 0.0747. (2) The peptide sequence is GFKAALAAAAGVQPADKYRT. The MHC is DRB1_0301 with pseudo-sequence DRB1_0301. The binding affinity (normalized) is 0.189. (3) The peptide sequence is PVVHFFKNIVTPRTPPY. The MHC is H-2-IAs with pseudo-sequence H-2-IAs. The binding affinity (normalized) is 0.766. (4) The peptide sequence is KLCLSGDGWPYIASR. The MHC is DRB1_0101 with pseudo-sequence DRB1_0101. The binding affinity (normalized) is 0.399. (5) The peptide sequence is LVKYVNGDGDVVAVD. The MHC is DRB1_0802 with pseudo-sequence DRB1_0802. The binding affinity (normalized) is 0.166. (6) The peptide sequence is IGTGDDCISIGPGST. The MHC is DRB1_1201 with pseudo-sequence DRB1_1201. The binding affinity (normalized) is 0.0678.